Dataset: Catalyst prediction with 721,799 reactions and 888 catalyst types from USPTO. Task: Predict which catalyst facilitates the given reaction. (1) Reactant: [NH2:1][C@@H:2]1[CH2:7][CH2:6][CH2:5][CH2:4][C@@H:3]1[NH:8][C:9]1[C:18]2[C:13](=[CH:14][CH:15]=[C:16]([CH3:19])[CH:17]=2)[N:12]=[C:11]([C:20]([NH:22][CH2:23][CH2:24][O:25][CH3:26])=[O:21])[N:10]=1.[N:27]#[C:28]Br.O. Product: [C:28]([NH:1][C@@H:2]1[CH2:7][CH2:6][CH2:5][CH2:4][C@@H:3]1[NH:8][C:9]1[C:18]2[C:13](=[CH:14][CH:15]=[C:16]([CH3:19])[CH:17]=2)[N:12]=[C:11]([C:20]([NH:22][CH2:23][CH2:24][O:25][CH3:26])=[O:21])[N:10]=1)#[N:27]. The catalyst class is: 571. (2) Reactant: C([O:8][C:9]1[CH:31]=[CH:30][C:29]([C:32]2[N:33]=[C:34]([CH3:37])[S:35][CH:36]=2)=[CH:28][C:10]=1[C:11]([NH:13][C:14]1[CH:19]=[C:18]([C:20]([F:23])([F:22])[F:21])[CH:17]=[C:16]([C:24]([F:27])([F:26])[F:25])[CH:15]=1)=[O:12])C1C=CC=CC=1. Product: [F:27][C:24]([F:25])([F:26])[C:16]1[CH:15]=[C:14]([NH:13][C:11](=[O:12])[C:10]2[CH:28]=[C:29]([C:32]3[N:33]=[C:34]([CH3:37])[S:35][CH:36]=3)[CH:30]=[CH:31][C:9]=2[OH:8])[CH:19]=[C:18]([C:20]([F:21])([F:22])[F:23])[CH:17]=1. The catalyst class is: 29. (3) Reactant: [C:1]([O:5][C:6](=[O:24])[NH:7][CH:8]([C:16]1[N:20]([CH2:21][CH3:22])[C:19]([SH:23])=[N:18][N:17]=1)[CH2:9][C:10]1[CH:15]=[CH:14][CH:13]=[CH:12][N:11]=1)([CH3:4])([CH3:3])[CH3:2].[OH-].[Na+].[CH3:27]I. Product: [CH2:21]([N:20]1[C:19]([S:23][CH3:27])=[N:18][N:17]=[C:16]1[C@H:8]([NH:7][C:6](=[O:24])[O:5][C:1]([CH3:2])([CH3:4])[CH3:3])[CH2:9][C:10]1[CH:15]=[CH:14][CH:13]=[CH:12][N:11]=1)[CH3:22]. The catalyst class is: 14. (4) Product: [CH3:26][O:27][C:28]1[CH:35]=[CH:34][CH:33]=[C:32]([O:36][CH3:37])[C:29]=1/[CH:14]=[CH:13]/[S:10]([CH2:9][C:6]1[CH:5]=[C:4]([N+:17]([O-:19])=[O:18])[C:3]([O:2][CH3:1])=[N:8][CH:7]=1)(=[O:12])=[O:11]. Reactant: [CH3:1][O:2][C:3]1[N:8]=[CH:7][C:6]([CH2:9][S:10]([CH2:13][C:14](O)=O)(=[O:12])=[O:11])=[CH:5][C:4]=1[N+:17]([O-:19])=[O:18].N1CCCCC1.[CH3:26][O:27][C:28]1[CH:35]=[CH:34][CH:33]=[C:32]([O:36][CH3:37])[C:29]=1C=O. The catalyst class is: 17. (5) Reactant: [S:1]1[C:5]([CH2:6][CH2:7][OH:8])=[CH:4][C:3]2[CH:9]=[CH:10][CH:11]=[CH:12][C:2]1=2.[Br:13]Br.C([O-])(O)=O.[Na+]. Product: [Br:13][C:4]1[C:3]2[CH:9]=[CH:10][CH:11]=[CH:12][C:2]=2[S:1][C:5]=1[CH2:6][CH2:7][OH:8]. The catalyst class is: 22.